Dataset: Catalyst prediction with 721,799 reactions and 888 catalyst types from USPTO. Task: Predict which catalyst facilitates the given reaction. (1) Reactant: [CH:1]([C:4]1[C:5]([S:12][C:13]#[N:14])=[CH:6][C:7]([CH3:11])=[C:8]([OH:10])[CH:9]=1)([CH3:3])[CH3:2].Br[CH2:16][C:17]([O:19][CH3:20])=[O:18].C(=O)([O-])[O-].[Cs+].[Cs+].C(O)C(N)(CO)CO. The catalyst class is: 10. Product: [CH3:20][O:19][C:17](=[O:18])[CH2:16][O:10][C:8]1[CH:9]=[C:4]([CH:1]([CH3:3])[CH3:2])[C:5]([S:12][C:13]#[N:14])=[CH:6][C:7]=1[CH3:11]. (2) Reactant: [CH:1]1([C:7]2[C:8]3[CH:9]=[CH:10][C:11]([C:28]([O:30][CH3:31])=[O:29])=[CH:12][C:13]=3[N:14]3[C:21]=2[C:20]2[CH:22]=[CH:23][C:24]([F:26])=[CH:25][C:19]=2[O:18][CH2:17][C:16](=O)[CH2:15]3)[CH2:6][CH2:5][CH2:4][CH2:3][CH2:2]1.[CH3:32][N:33]([CH3:37])[CH2:34][CH2:35][NH2:36].CC(O)=O.C(O[BH-](OC(=O)C)OC(=O)C)(=O)C.[Na+].[OH-].[Na+]. Product: [CH:1]1([C:7]2[C:8]3[CH:9]=[CH:10][C:11]([C:28]([O:30][CH3:31])=[O:29])=[CH:12][C:13]=3[N:14]3[C:21]=2[C:20]2[CH:22]=[CH:23][C:24]([F:26])=[CH:25][C:19]=2[O:18][CH2:17][CH:16]([NH:36][CH2:35][CH2:34][N:33]([CH3:37])[CH3:32])[CH2:15]3)[CH2:6][CH2:5][CH2:4][CH2:3][CH2:2]1. The catalyst class is: 839.